The task is: Regression. Given two drug SMILES strings and cell line genomic features, predict the synergy score measuring deviation from expected non-interaction effect.. This data is from NCI-60 drug combinations with 297,098 pairs across 59 cell lines. Drug 1: C1CN1P(=S)(N2CC2)N3CC3. Drug 2: CN1C(=O)N2C=NC(=C2N=N1)C(=O)N. Cell line: NCI-H460. Synergy scores: CSS=27.0, Synergy_ZIP=0.943, Synergy_Bliss=3.34, Synergy_Loewe=-30.0, Synergy_HSA=1.97.